From a dataset of Reaction yield outcomes from USPTO patents with 853,638 reactions. Predict the reaction yield, written as a fraction of the theoretical maximum amount of product (1.0 means a 100% yield; for example, 0.34 means a 34% yield). The reactants are [NH:1]1[C:5]2[CH:6]=[CH:7][C:8]([C:10]([OH:12])=O)=[CH:9][C:4]=2[N:3]=[CH:2]1.[CH3:13][O:14][C:15]1[C:28]2[CH2:27][CH2:26][C@H:25]3[C@@H:20]([CH2:21][CH2:22][CH2:23][NH:24]3)[C:19]=2[CH:18]=[CH:17][CH:16]=1. No catalyst specified. The product is [NH:1]1[C:5]2[CH:6]=[CH:7][C:8]([C:10]([N:24]3[C@@H:25]4[C@H:20]([C:19]5[CH:18]=[CH:17][CH:16]=[C:15]([O:14][CH3:13])[C:28]=5[CH2:27][CH2:26]4)[CH2:21][CH2:22][CH2:23]3)=[O:12])=[CH:9][C:4]=2[N:3]=[CH:2]1. The yield is 0.490.